Dataset: Full USPTO retrosynthesis dataset with 1.9M reactions from patents (1976-2016). Task: Predict the reactants needed to synthesize the given product. (1) Given the product [CH2:1]([O:3][C:4]([C:6]1([C:13]2[S:14][CH:15]=[CH:16][CH:17]=2)[CH2:12][CH2:11][CH2:10][CH2:9][CH2:8][CH2:7]1)=[O:5])[CH3:2], predict the reactants needed to synthesize it. The reactants are: [CH2:1]([O:3][C:4]([C:6]1([C:13]2[S:14][CH:15]=[CH:16][CH:17]=2)[CH2:12][CH2:11][CH:10]=[CH:9][CH2:8][CH2:7]1)=[O:5])[CH3:2].[H][H]. (2) Given the product [Br:1][C:2]1[CH:3]=[C:4]([C:8]2[NH:12][N:11]=[C:10]([C:13]([N:22]3[CH2:23][CH2:24][CH:20]([N:19]([CH2:25][CH3:26])[CH2:17][CH3:18])[CH2:21]3)=[O:15])[C:9]=2[CH3:16])[CH:5]=[CH:6][CH:7]=1, predict the reactants needed to synthesize it. The reactants are: [Br:1][C:2]1[CH:3]=[C:4]([C:8]2[NH:12][N:11]=[C:10]([C:13]([OH:15])=O)[C:9]=2[CH3:16])[CH:5]=[CH:6][CH:7]=1.[CH2:17]([N:19]([CH2:25][CH3:26])[CH:20]1[CH2:24][CH2:23][NH:22][CH2:21]1)[CH3:18].